This data is from Forward reaction prediction with 1.9M reactions from USPTO patents (1976-2016). The task is: Predict the product of the given reaction. (1) The product is: [CH3:16][C:6]1[CH:11]=[C:10]([CH3:12])[CH:9]=[C:8]([CH3:13])[C:7]=1[C:18]1[CH:23]=[CH:22][CH:21]=[CH:20][N:19]=1. Given the reactants C1COCC1.[C:6]1([CH3:16])[CH:11]=[C:10]([CH3:12])[CH:9]=[C:8]([CH3:13])[C:7]=1[Mg]Br.Br[C:18]1[CH:23]=[CH:22][CH:21]=[CH:20][N:19]=1.[Cl-].C(C1C=CC=C(C(C)C)C=1[NH+]1CCN(C2C(C(C)C)=CC=CC=2C(C)C)C1)(C)C, predict the reaction product. (2) Given the reactants [CH2:1]([NH:3][C:4](=[O:24])[NH:5][C:6]1[N:23]=[C:9]2[CH:10]=[C:11]([C:17]3[CH:18]=[N:19][CH:20]=[CH:21][CH:22]=3)[CH:12]=[C:13]([C:14]([NH2:16])=[O:15])[N:8]2[N:7]=1)[CH3:2].CO[C:27](OC)([N:29](C)C)[CH3:28].Cl.NO.[OH-].[Na+], predict the reaction product. The product is: [CH2:1]([NH:3][C:4]([NH:5][C:6]1[N:23]=[C:9]2[CH:10]=[C:11]([C:17]3[CH:18]=[N:19][CH:20]=[CH:21][CH:22]=3)[CH:12]=[C:13]([C:14]3[O:15][N:29]=[C:27]([CH3:28])[N:16]=3)[N:8]2[N:7]=1)=[O:24])[CH3:2]. (3) Given the reactants [NH2:1][C:2]1[CH:6]=[C:5]([C:7]([CH3:10])([CH3:9])[CH3:8])[Se:4][C:3]=1[C:11]#[N:12].F[B-](F)(F)F.[H+].[N:19]([O-])=O.[Na+].C(=O)([O-])[O-].[K+].[K+].[CH3:29][NH:30][CH3:31], predict the reaction product. The product is: [CH3:29][N:30]([N:19]=[N:1][C:2]1[CH:6]=[C:5]([C:7]([CH3:9])([CH3:8])[CH3:10])[Se:4][C:3]=1[C:11]#[N:12])[CH3:31]. (4) Given the reactants [Cl:1][C:2]1[C:3]([N:8]2[C:12]([C:13]([O:15][CH2:16][CH3:17])=[O:14])=[CH:11][C:10](=[O:18])[NH:9]2)=[N:4][CH:5]=[CH:6][CH:7]=1.C(=O)([O-])[O-].[K+].[K+].FC(F)(F)S(O[CH2:31][C:32]([F:35])([F:34])[F:33])(=O)=O.O, predict the reaction product. The product is: [Cl:1][C:2]1[C:3]([N:8]2[C:12]([C:13]([O:15][CH2:16][CH3:17])=[O:14])=[CH:11][C:10]([O:18][CH2:31][C:32]([F:35])([F:34])[F:33])=[N:9]2)=[N:4][CH:5]=[CH:6][CH:7]=1.